This data is from Reaction yield outcomes from USPTO patents with 853,638 reactions. The task is: Predict the reaction yield, written as a fraction of the theoretical maximum amount of product (1.0 means a 100% yield; for example, 0.34 means a 34% yield). (1) The yield is 0.910. The catalyst is C(=O)(O)[O-].[Na+]. The product is [C:37]([N:33]1[C:34]2[C:30](=[CH:29][C:28]([NH:27][CH:2]3[CH2:7][CH2:6][CH2:5][N:4]([C:8]([O:10][C:11]([CH3:14])([CH3:13])[CH3:12])=[O:9])[CH2:3]3)=[CH:36][CH:35]=2)[CH:31]=[N:32]1)(=[O:42])[C:38]([CH3:41])([CH3:40])[CH3:39]. The reactants are O=[C:2]1[CH2:7][CH2:6][CH2:5][N:4]([C:8]([O:10][C:11]([CH3:14])([CH3:13])[CH3:12])=[O:9])[CH2:3]1.ClCCCl.C(O)(=O)/C=C\C(O)=O.[NH2:27][C:28]1[CH:29]=[C:30]2[C:34](=[CH:35][CH:36]=1)[N:33]([C:37](=[O:42])[C:38]([CH3:41])([CH3:40])[CH3:39])[N:32]=[CH:31]2.C(O[BH-](OC(=O)C)OC(=O)C)(=O)C.[Na+]. (2) The reactants are [CH2:1]([O:8][C:9]1[CH:14]=[C:13]([N+:15]([O-])=O)[C:12]([C:18]([F:21])([F:20])[F:19])=[CH:11][C:10]=1[CH:22]1[CH2:26][CH2:25][CH2:24][CH2:23]1)[C:2]1[CH:7]=[CH:6][CH:5]=[CH:4][CH:3]=1.Cl. The catalyst is C(O)C.[Fe]. The product is [CH2:1]([O:8][C:9]1[C:10]([CH:22]2[CH2:26][CH2:25][CH2:24][CH2:23]2)=[CH:11][C:12]([C:18]([F:21])([F:19])[F:20])=[C:13]([CH:14]=1)[NH2:15])[C:2]1[CH:3]=[CH:4][CH:5]=[CH:6][CH:7]=1. The yield is 0.980. (3) The reactants are [F:1][C:2]([F:34])([F:33])[O:3][C:4]1[CH:9]=[CH:8][C:7]([N:10]2[CH2:15][CH2:14][N:13]([C:16]([O:18][CH2:19][C@@:20]([OH:32])([CH3:31])[CH2:21][N:22]3[CH:26]=[C:25]([N+:27]([O-:29])=[O:28])[N:24]=[C:23]3Cl)=[O:17])[CH2:12][CH2:11]2)=[CH:6][CH:5]=1.[H-].[Na+]. The catalyst is CN(C=O)C. The product is [F:1][C:2]([F:34])([F:33])[O:3][C:4]1[CH:9]=[CH:8][C:7]([N:10]2[CH2:15][CH2:14][N:13]([C:16]([O:18][CH2:19][C@:20]3([CH3:31])[O:32][C:23]4=[N:24][C:25]([N+:27]([O-:29])=[O:28])=[CH:26][N:22]4[CH2:21]3)=[O:17])[CH2:12][CH2:11]2)=[CH:6][CH:5]=1. The yield is 0.590.